Dataset: Reaction yield outcomes from USPTO patents with 853,638 reactions. Task: Predict the reaction yield, written as a fraction of the theoretical maximum amount of product (1.0 means a 100% yield; for example, 0.34 means a 34% yield). (1) The reactants are [Mg].[Cl:2][C:3]1[CH:10]=[CH:9][C:6]([CH2:7]Br)=[CH:5][CH:4]=1.[CH:11](=[O:15])[CH:12]([CH3:14])[CH3:13]. The catalyst is CCOCC.II. The product is [Cl:2][C:3]1[CH:10]=[CH:9][C:6]([CH2:7][CH:11]([OH:15])[CH:12]([CH3:14])[CH3:13])=[CH:5][CH:4]=1. The yield is 0.430. (2) The reactants are [N:1]1[C:10]2[C:5](=[CH:6][CH:7]=[CH:8][CH:9]=2)[N:4]=[CH:3][C:2]=1[C:11](Cl)=[O:12].[NH2:14][CH:15]1[CH2:19][CH2:18][C:17]2([CH2:24][CH2:23][CH2:22][CH2:21][CH2:20]2)[CH2:16]1.N1C=CC=CC=1. The catalyst is O. The product is [CH2:16]1[C:17]2([CH2:24][CH2:23][CH2:22][CH2:21][CH2:20]2)[CH2:18][CH2:19][CH:15]1[NH:14][C:11]([C:2]1[CH:3]=[N:4][C:5]2[C:10](=[CH:9][CH:8]=[CH:7][CH:6]=2)[N:1]=1)=[O:12]. The yield is 0.740. (3) The product is [CH:38]1([N:19]2[C:18]3[CH:44]=[CH:45][C:15]([C:13]([NH:12][CH:8]([CH2:7][C:1]4[CH:6]=[CH:5][CH:4]=[CH:3][CH:2]=4)[C:9]([OH:11])=[O:10])=[O:14])=[CH:16][C:17]=3[N:21]=[C:20]2[C:22]2[CH:23]=[C:24]3[C:29](=[CH:30][CH:31]=2)[N:28]=[C:27]([C:32]2[CH:37]=[CH:36][CH:35]=[CH:34][CH:33]=2)[CH:26]=[N:25]3)[CH2:43][CH2:42][CH2:41][CH2:40][CH2:39]1. The reactants are [CH:1]1([CH2:7][CH:8]([NH:12][C:13]([C:15]2[CH:45]=[CH:44][C:18]3[N:19]([CH:38]4[CH2:43][CH2:42][CH2:41][CH2:40][CH2:39]4)[C:20]([C:22]4[CH:23]=[C:24]5[C:29](=[CH:30][CH:31]=4)[N:28]=[C:27]([C:32]4[CH:37]=[CH:36][CH:35]=[CH:34][CH:33]=4)[CH:26]=[N:25]5)=[N:21][C:17]=3[CH:16]=2)=[O:14])[C:9]([OH:11])=[O:10])[CH2:6][CH2:5][CH2:4][CH2:3][CH2:2]1.C1C=CC(C[C@H](NC(OCC2C3C(=CC=CC=3)C3C2=CC=CC=3)=O)C=O)=CC=1. The yield is 0.440. No catalyst specified. (4) The reactants are C([O:8][N:9]1[C:15](=[O:16])[N:14]2[CH2:17][C@H:10]1[CH2:11][CH2:12][C@H:13]2[C:18]1[O:22][N:21]=[C:20]([C:23]([O:25][CH2:26][CH3:27])=[O:24])[N:19]=1)C1C=CC=CC=1. The catalyst is CO.C1COCC1.[Pd]. The product is [OH:8][N:9]1[C:15](=[O:16])[N:14]2[CH2:17][C@H:10]1[CH2:11][CH2:12][C@H:13]2[C:18]1[O:22][N:21]=[C:20]([C:23]([O:25][CH2:26][CH3:27])=[O:24])[N:19]=1. The yield is 0.350. (5) The reactants are [OH:1][C:2]1[CH:10]=[CH:9][C:8]([N+:11]([O-:13])=[O:12])=[CH:7][C:3]=1[C:4]([OH:6])=[O:5].[CH3:14][C:15]([CH3:17])=O.FC(F)(F)C(OC(=O)C(F)(F)F)=O. The catalyst is C(O)(C(F)(F)F)=O. The product is [CH3:14][C:15]1([CH3:17])[O:1][C:2]2[CH:10]=[CH:9][C:8]([N+:11]([O-:13])=[O:12])=[CH:7][C:3]=2[C:4](=[O:6])[O:5]1. The yield is 0.880. (6) The catalyst is C(O)C.O. The product is [C:26]([C:23]1([CH2:22][CH2:21][CH2:20][CH2:19][CH2:18][CH2:17][CH2:16][CH2:15][CH2:14][CH2:13][CH2:12][CH2:11][C:8]2([C:6]([OH:7])=[O:5])[CH2:9][CH2:10]2)[CH2:24][CH2:25]1)(=[O:28])[NH2:27]. The reactants are [OH-].[K+].C([O:5][C:6]([C:8]1([CH2:11][CH2:12][CH2:13][CH2:14][CH2:15][CH2:16][CH2:17][CH2:18][CH2:19][CH2:20][CH2:21][CH2:22][C:23]2([C:26](=[O:28])[NH2:27])[CH2:25][CH2:24]2)[CH2:10][CH2:9]1)=[O:7])C.Cl. The yield is 0.730. (7) The reactants are CN.[C:3]1([C:18]2[CH:23]=[CH:22][CH:21]=[CH:20][CH:19]=2)[CH:8]=[CH:7][C:6]([C:9](=O)[CH2:10][N:11]2[CH2:16][CH2:15][O:14][CH2:13][CH2:12]2)=[CH:5][CH:4]=1.[C:24]([BH3-])#[N:25].[Na+].C(O)(=O)C. The catalyst is C1COCC1. The product is [C:3]1([C:18]2[CH:23]=[CH:22][CH:21]=[CH:20][CH:19]=2)[CH:8]=[CH:7][C:6]([CH:9]([NH:25][CH3:24])[CH2:10][N:11]2[CH2:16][CH2:15][O:14][CH2:13][CH2:12]2)=[CH:5][CH:4]=1. The yield is 0.530.